This data is from Full USPTO retrosynthesis dataset with 1.9M reactions from patents (1976-2016). The task is: Predict the reactants needed to synthesize the given product. (1) Given the product [CH3:15][C:4]1[CH:3]=[C:2]([C:17]([C:18]2[CH:23]=[CH:22][CH:21]=[CH:20][CH:19]=2)=[CH2:16])[CH:14]=[CH:13][C:5]=1[C:6]([O:8][C:9]([CH3:12])([CH3:11])[CH3:10])=[O:7], predict the reactants needed to synthesize it. The reactants are: Br[C:2]1[CH:14]=[CH:13][C:5]([C:6]([O:8][C:9]([CH3:12])([CH3:11])[CH3:10])=[O:7])=[C:4]([CH3:15])[CH:3]=1.[CH:16](B1OC(C)(C)C(C)(C)O1)=[CH:17][C:18]1[CH:23]=[CH:22][CH:21]=[CH:20][CH:19]=1.C(=O)([O-])[O-].[Na+].[Na+]. (2) Given the product [C:1]([O:4][C@@H:5]1[C@H:10]([O:11][C:12](=[O:14])[CH3:13])[C@@H:9]([O:15][C:16](=[O:18])[CH3:17])[C@H:8]([O:19][C:20]2[CH:28]=[C:27]3[C:23]([C@H:24]([CH2:52][Cl:53])[CH2:25][N:26]3[C:29](=[O:51])[CH2:30][CH2:31][CH2:32][C:33]([N:35]3[C:43]4[C:38](=[C:39]5[C:47]([CH3:48])=[CH:46][S:45][C:40]5=[C:41]([O:44][C:64]([O:66][C:67]5[CH:68]=[CH:69][C:70]([N+:73]([O-:75])=[O:74])=[CH:71][CH:72]=5)=[O:65])[CH:42]=4)[C@H:37]([CH2:49][Cl:50])[CH2:36]3)=[O:34])=[C:22]3[C:54]([CH3:57])=[CH:55][S:56][C:21]=23)[O:7][C@@H:6]1[CH2:58][O:59][C:60](=[O:62])[CH3:61])(=[O:3])[CH3:2], predict the reactants needed to synthesize it. The reactants are: [C:1]([O:4][C@@H:5]1[C@H:10]([O:11][C:12](=[O:14])[CH3:13])[C@@H:9]([O:15][C:16](=[O:18])[CH3:17])[C@H:8]([O:19][C:20]2[CH:28]=[C:27]3[C:23]([C@H:24]([CH2:52][Cl:53])[CH2:25][N:26]3[C:29](=[O:51])[CH2:30][CH2:31][CH2:32][C:33]([N:35]3[C:43]4[C:38](=[C:39]5[C:47]([CH3:48])=[CH:46][S:45][C:40]5=[C:41]([OH:44])[CH:42]=4)[C@H:37]([CH2:49][Cl:50])[CH2:36]3)=[O:34])=[C:22]3[C:54]([CH3:57])=[CH:55][S:56][C:21]=23)[O:7][C@@H:6]1[CH2:58][O:59][C:60](=[O:62])[CH3:61])(=[O:3])[CH3:2].Cl[C:64]([O:66][C:67]1[CH:72]=[CH:71][C:70]([N+:73]([O-:75])=[O:74])=[CH:69][CH:68]=1)=[O:65].CCN(CC)CC. (3) Given the product [CH:13]([O:12][C:3]1[CH:4]=[C:5]([CH:10]=[CH:11][C:2]=1[C:19]#[C:18][CH:17]([CH3:20])[CH3:16])[C:6]([O:8][CH3:9])=[O:7])([CH3:15])[CH3:14], predict the reactants needed to synthesize it. The reactants are: Br[C:2]1[CH:11]=[CH:10][C:5]([C:6]([O:8][CH3:9])=[O:7])=[CH:4][C:3]=1[O:12][CH:13]([CH3:15])[CH3:14].[CH3:16][CH:17]([CH3:20])[C:18]#[CH:19]. (4) Given the product [NH2:1][C:2]1[N:3]=[CH:4][C:5]([CH:8]=[O:18])=[CH:6][CH:7]=1, predict the reactants needed to synthesize it. The reactants are: [NH2:1][C:2]1[CH:7]=[CH:6][C:5]([C:8]#N)=[CH:4][N:3]=1.[H-].[Al+3].[Li+].[H-].[H-].[H-].O.S([O-])([O-])(=O)=[O:18].[Na+].[Na+]. (5) Given the product [CH3:24][N:16]1[C:17]2[C:22](=[CH:21][CH:20]=[CH:19][CH:18]=2)[CH:23]=[C:15]1[C:13]1[N:12]=[C:11]([NH:25][C:26]2[CH:30]=[C:29]([CH3:31])[NH:28][N:27]=2)[CH:10]=[C:9]([N:5]2[CH2:6][CH2:7][N:2]([CH3:1])[CH2:3][CH2:4]2)[N:14]=1, predict the reactants needed to synthesize it. The reactants are: [CH3:1][N:2]1[CH2:7][CH2:6][NH:5][CH2:4][CH2:3]1.Cl[C:9]1[N:14]=[C:13]([C:15]2[N:16]([CH3:24])[C:17]3[C:22]([CH:23]=2)=[CH:21][CH:20]=[CH:19][CH:18]=3)[N:12]=[C:11]([NH:25][C:26]2[CH:30]=[C:29]([CH3:31])[NH:28][N:27]=2)[CH:10]=1.